Dataset: Forward reaction prediction with 1.9M reactions from USPTO patents (1976-2016). Task: Predict the product of the given reaction. (1) The product is: [CH2:14]([O:25][C:26]1[CH:27]=[CH:28][C:1]([C:2]([Cl:4])=[O:3])=[CH:33][CH:34]=1)[CH2:15][CH2:16]/[CH:17]=[CH:18]\[CH2:19][CH2:20][CH2:21][CH2:22][CH2:23][CH3:24]. Given the reactants [C:1](Cl)(=O)[C:2]([Cl:4])=[O:3].C1(C)C=CC=CC=1.[CH2:14]([O:25][C:26]1[CH:34]=[CH:33]C(C(O)=O)=[CH:28][CH:27]=1)[CH2:15][CH2:16]/[CH:17]=[CH:18]\[CH2:19][CH2:20][CH2:21][CH2:22][CH2:23][CH3:24], predict the reaction product. (2) Given the reactants Br[C:2]1[CH:7]=[CH:6][C:5]([Br:8])=[CH:4][CH:3]=1.C(=O)([O-])[O-].[K+].[K+].[CH:15]([C:17]1[CH:22]=[C:21]([O:23][CH3:24])[CH:20]=[CH:19][C:18]=1B(O)O)=[O:16], predict the reaction product. The product is: [Br:8][C:5]1[CH:6]=[CH:7][C:2]([C:18]2[C:17]([CH:15]=[O:16])=[CH:22][C:21]([O:23][CH3:24])=[CH:20][CH:19]=2)=[CH:3][CH:4]=1. (3) Given the reactants C[O:2][C:3]([C:5]1[N:6]=[CH:7][NH:8][CH:9]=1)=[O:4].[CH2:10](Br)[CH2:11]Br.[Cl:14][C:15]1[CH:20]=[CH:19][C:18]([C@@H:21]2[C@:23]3([C:31]4[C:26](=[CH:27][CH:28]=[CH:29][CH:30]=4)[NH:25][C:24]3=[O:32])[CH2:22]2)=[CH:17][CH:16]=1, predict the reaction product. The product is: [Cl:14][C:15]1[CH:16]=[CH:17][C:18]([C@@H:21]2[C@@:23]3([C:31]4[C:26](=[CH:27][CH:28]=[CH:29][CH:30]=4)[N:25]([CH2:10][CH2:11][N:8]4[CH:9]=[C:5]([C:3]([OH:2])=[O:4])[N:6]=[CH:7]4)[C:24]3=[O:32])[CH2:22]2)=[CH:19][CH:20]=1. (4) Given the reactants C(Cl)(=O)C(Cl)=O.[Br:7][C:8]1[CH:16]=[CH:15][C:11]2[O:12][CH2:13][O:14][C:10]=2[C:9]=1[C:17]([OH:19])=O.CC[N:22](CC)CC, predict the reaction product. The product is: [Br:7][C:8]1[CH:16]=[CH:15][C:11]2[O:12][CH2:13][O:14][C:10]=2[C:9]=1[C:17]([NH2:22])=[O:19]. (5) Given the reactants F[B-](F)(F)F.[O:6]=[N+:7]=[O:8].[S:9]1[C:13]([C:14]2[CH:19]=[CH:18][N:17]=[C:16]([S:20]([CH3:23])(=[O:22])=[O:21])[N:15]=2)=[CH:12][C:11]2[CH:24]=[CH:25][CH:26]=[CH:27][C:10]1=2, predict the reaction product. The product is: [CH3:23][S:20]([C:16]1[N:15]=[C:14]([C:13]2[S:9][C:10]3[CH:27]=[CH:26][CH:25]=[CH:24][C:11]=3[C:12]=2[N+:7]([O-:8])=[O:6])[CH:19]=[CH:18][N:17]=1)(=[O:21])=[O:22]. (6) Given the reactants [Cl:1][C:2]1[CH:7]=[CH:6][C:5]([CH2:8][CH2:9][C:10]2OC(=O)[S:12][N:11]=2)=[CH:4][CH:3]=1.[S:16]([C:26]#[N:27])([C:19]1[CH:25]=[CH:24][C:22]([CH3:23])=[CH:21][CH:20]=1)(=[O:18])=[O:17].CCCCC, predict the reaction product. The product is: [Cl:1][C:2]1[CH:3]=[CH:4][C:5]([CH2:8][CH2:9][C:10]2[N:27]=[C:26]([S:16]([C:19]3[CH:25]=[CH:24][C:22]([CH3:23])=[CH:21][CH:20]=3)(=[O:18])=[O:17])[S:12][N:11]=2)=[CH:6][CH:7]=1. (7) Given the reactants [CH3:1][C:2]1[CH:3]=[N:4][N:5]([C:7]2[CH:12]=[CH:11][C:10]([CH3:13])=[C:9]([N+:14]([O-])=O)[CH:8]=2)[CH:6]=1.[H][H], predict the reaction product. The product is: [CH3:13][C:10]1[CH:11]=[CH:12][C:7]([N:5]2[CH:6]=[C:2]([CH3:1])[CH:3]=[N:4]2)=[CH:8][C:9]=1[NH2:14]. (8) The product is: [CH3:8][O:9][C:10]1[CH:15]=[C:14]([C:16]([F:17])([F:19])[F:18])[CH:13]=[CH:12][C:11]=1[CH2:20][CH2:21][NH2:22]. Given the reactants [BH4-].[Li+].Cl[Si](C)(C)C.[CH3:8][O:9][C:10]1[CH:15]=[C:14]([C:16]([F:19])([F:18])[F:17])[CH:13]=[CH:12][C:11]=1/[CH:20]=[CH:21]/[N+:22]([O-])=O, predict the reaction product.